Dataset: Catalyst prediction with 721,799 reactions and 888 catalyst types from USPTO. Task: Predict which catalyst facilitates the given reaction. (1) Reactant: [I:1][C:2]1[CH:10]=[CH:9][C:5]([C:6]([OH:8])=O)=[CH:4][CH:3]=1.C(P(=O)(OCC)OCC)#N.CN1CCOCC1.[NH2:28][CH2:29][CH2:30][CH2:31][NH:32][C:33]1[C:37]2[CH:38]=[CH:39][CH:40]=[C:41]([S:42]([NH:45][C:46]([CH3:49])([CH3:48])[CH3:47])(=[O:44])=[O:43])[C:36]=2[S:35][N:34]=1. The catalyst class is: 2. Product: [C:46]([NH:45][S:42]([C:41]1[C:36]2[S:35][N:34]=[C:33]([NH:32][CH2:31][CH2:30][CH2:29][NH:28][C:6](=[O:8])[C:5]3[CH:4]=[CH:3][C:2]([I:1])=[CH:10][CH:9]=3)[C:37]=2[CH:38]=[CH:39][CH:40]=1)(=[O:43])=[O:44])([CH3:49])([CH3:48])[CH3:47]. (2) Reactant: Cl.[N:2]1[CH:7]=[CH:6][CH:5]=[C:4]([C:8](=[NH:10])[NH2:9])[N:3]=1.C([O:13][CH:14]=[C:15]([C:21](OCC)=O)[C:16]([O:18]CC)=[O:17])C.C[O-].[Na+].[OH-].[K+]. Product: [OH:13][C:14]1[C:15]([C:16]([OH:18])=[O:17])=[CH:21][N:9]=[C:8]([C:4]2[N:3]=[N:2][CH:7]=[CH:6][CH:5]=2)[N:10]=1. The catalyst class is: 5. (3) Reactant: [F:1][C:2]1[CH:3]=[C:4]([CH2:9][OH:10])[CH:5]=[CH:6][C:7]=1[F:8].[H-].[Na+].Cl[C:14]1[CH:25]=[C:18]2[N:19]([CH3:24])[C@H:20]([CH3:23])[CH2:21][CH2:22][N:17]2[C:16](=[O:26])[N:15]=1. Product: [F:1][C:2]1[CH:3]=[C:4]([CH:5]=[CH:6][C:7]=1[F:8])[CH2:9][O:10][C:14]1[CH:25]=[C:18]2[N:19]([CH3:24])[C@H:20]([CH3:23])[CH2:21][CH2:22][N:17]2[C:16](=[O:26])[N:15]=1. The catalyst class is: 7. (4) Reactant: [N+:1]([C:4]1[CH:9]=[CH:8][C:7]([NH:10][CH:11]2[CH2:16][CH2:15][CH:14]([O:17][CH2:18][C:19](O)=[O:20])[CH2:13][CH2:12]2)=[CH:6][C:5]=1[C:22]([F:25])([F:24])[F:23])([O-:3])=[O:2].CCN=C=NCCCN(C)C.Cl.C1C=CC2N(O)N=NC=2C=1.C(N(CC)CC)C.[NH2:55][CH2:56][CH2:57][N:58]([CH2:70][CH2:71]Cl)[C:59]1[CH:68]=[CH:67][C:66]2[C:61](=[CH:62][CH:63]=[C:64]([Cl:69])[CH:65]=2)[N:60]=1. Product: [Cl:69][C:64]1[CH:65]=[C:66]2[C:61](=[CH:62][CH:63]=1)[N:60]=[C:59]([N:58]1[CH2:70][CH2:71][N:55]([C:19](=[O:20])[CH2:18][O:17][CH:14]3[CH2:13][CH2:12][CH:11]([NH:10][C:7]4[CH:8]=[CH:9][C:4]([N+:1]([O-:3])=[O:2])=[C:5]([C:22]([F:23])([F:24])[F:25])[CH:6]=4)[CH2:16][CH2:15]3)[CH2:56][CH2:57]1)[CH:68]=[CH:67]2. The catalyst class is: 4. (5) Reactant: [C:1]([C:3]1[C:4]([C:19](OCC)=[O:20])=[C:5]([CH2:12][N:13]2[CH2:18][CH2:17][O:16][CH2:15][CH2:14]2)[N:6]2[C:11]=1[CH:10]=[CH:9][CH:8]=[CH:7]2)#[N:2].[H-].[H-].[H-].[H-].[Li+].[Al+3]. Product: [OH:20][CH2:19][C:4]1[C:3]([C:1]#[N:2])=[C:11]2[N:6]([C:5]=1[CH2:12][N:13]1[CH2:18][CH2:17][O:16][CH2:15][CH2:14]1)[CH:7]=[CH:8][CH:9]=[CH:10]2. The catalyst class is: 1.